Dataset: Full USPTO retrosynthesis dataset with 1.9M reactions from patents (1976-2016). Task: Predict the reactants needed to synthesize the given product. (1) The reactants are: [C:1]([O-:9])(=O)[C:2]1[CH:7]=[CH:6][CH:5]=[CH:4][CH:3]=1.[BH4-].[Na+].[CH2:20]([Te:19][Te:19][CH2:20][CH2:21][CH2:22][CH2:23][CH2:24][CH3:25])[CH2:21][CH2:22][CH2:23][CH2:24][CH3:25].[CH2:26]1[CH2:30][O:29]C[CH2:27]1. Given the product [CH2:20]([Te:19][CH2:27][CH2:26][CH2:30][O:29][C:6]1[CH:7]=[C:2]([CH:3]=[C:4]([O:29][CH2:30][CH2:26][CH2:27][Te:19][CH2:20][CH2:21][CH2:22][CH2:23][CH2:24][CH3:25])[CH:5]=1)[CH2:1][OH:9])[CH2:21][CH2:22][CH2:23][CH2:24][CH3:25], predict the reactants needed to synthesize it. (2) Given the product [C:6]([C:5]1[CH:8]=[CH:9][C:2]([NH:1][C:24](=[O:25])[C:23]2[CH:27]=[CH:28][CH:29]=[C:21]([C:18]([C:16]#[N:17])([CH3:19])[CH3:20])[CH:22]=2)=[CH:3][C:4]=1[OH:10])#[N:7], predict the reactants needed to synthesize it. The reactants are: [NH2:1][C:2]1[CH:9]=[CH:8][C:5]([C:6]#[N:7])=[C:4]([OH:10])[CH:3]=1.C(=O)([O-])O.[Na+].[C:16]([C:18]([C:21]1[CH:22]=[C:23]([CH:27]=[CH:28][CH:29]=1)[C:24](Cl)=[O:25])([CH3:20])[CH3:19])#[N:17].